This data is from Full USPTO retrosynthesis dataset with 1.9M reactions from patents (1976-2016). The task is: Predict the reactants needed to synthesize the given product. (1) The reactants are: CC1C=CC(S(O[C:12]2[C:21]3[C:20](=[O:22])[N:19]([CH2:23][CH:24]=[CH2:25])[N:18]=[C:17]([C:26]4[CH:31]=[CH:30][CH:29]=[C:28]([N+:32]([O-:34])=[O:33])[CH:27]=4)[C:16]=3[N:15]([CH3:35])[C:14](=[O:36])[C:13]=2[Cl:37])(=O)=O)=CC=1.[F:38][C:39]1[CH:45]=[C:44]([I:46])[CH:43]=[CH:42][C:40]=1[NH2:41].[H-].[Na+]. Given the product [CH2:23]([N:19]1[C:20](=[O:22])[C:21]2[C:12]([NH:41][C:40]3[CH:42]=[CH:43][C:44]([I:46])=[CH:45][C:39]=3[F:38])=[C:13]([Cl:37])[C:14](=[O:36])[N:15]([CH3:35])[C:16]=2[C:17]([C:26]2[CH:31]=[CH:30][CH:29]=[C:28]([N+:32]([O-:34])=[O:33])[CH:27]=2)=[N:18]1)[CH:24]=[CH2:25], predict the reactants needed to synthesize it. (2) Given the product [Cl:27][C:20]1[CH:19]=[C:18]([CH:23]=[CH:22][C:21]=1[C:2]1[CH:11]=[C:10]([F:12])[C:9]2[C:4](=[CH:5][CH:6]=[C:7]([OH:13])[CH:8]=2)[N:3]=1)[C:15]([OH:17])=[O:16], predict the reactants needed to synthesize it. The reactants are: Cl[C:2]1[CH:11]=[C:10]([F:12])[C:9]2[C:4](=[CH:5][CH:6]=[C:7]([O:13]C)[CH:8]=2)[N:3]=1.[C:15]([C:18]1[CH:23]=[CH:22][C:21](B(O)O)=[C:20]([Cl:27])[CH:19]=1)([OH:17])=[O:16]. (3) Given the product [N:39]1([C:36]2[CH:35]=[CH:34][C:33]([NH:32][CH:2]=[C:3]3[C:11]4[C:6](=[CH:7][CH:8]=[C:9]([C:12]([C:14]5[CH:19]=[CH:18][C:17]([NH:20][C:21]([C:23]6[N:24]([CH2:29][CH3:30])[N:25]=[C:26]([CH3:28])[CH:27]=6)=[O:22])=[CH:16][CH:15]=5)=[O:13])[CH:10]=4)[NH:5][C:4]3=[O:31])=[CH:38][CH:37]=2)[CH2:44][CH2:43][O:42][CH2:41][CH2:40]1, predict the reactants needed to synthesize it. The reactants are: O[CH:2]=[C:3]1[C:11]2[C:6](=[CH:7][CH:8]=[C:9]([C:12]([C:14]3[CH:19]=[CH:18][C:17]([NH:20][C:21]([C:23]4[N:24]([CH2:29][CH3:30])[N:25]=[C:26]([CH3:28])[CH:27]=4)=[O:22])=[CH:16][CH:15]=3)=[O:13])[CH:10]=2)[NH:5][C:4]1=[O:31].[NH2:32][C:33]1[CH:38]=[CH:37][C:36]([N:39]2[CH2:44][CH2:43][O:42][CH2:41][CH2:40]2)=[CH:35][CH:34]=1. (4) Given the product [C:18]([O:21][C:22]([NH:1][CH:2]([C:7]1[CH:12]=[CH:11][C:10]([O:13][CH3:14])=[C:9]([O:15][CH3:16])[CH:8]=1)[CH2:3][C:4]([OH:6])=[O:5])=[O:23])([CH3:20])([CH3:19])[CH3:17], predict the reactants needed to synthesize it. The reactants are: [NH2:1][CH:2]([C:7]1[CH:12]=[CH:11][C:10]([O:13][CH3:14])=[C:9]([O:15][CH3:16])[CH:8]=1)[CH2:3][C:4]([OH:6])=[O:5].[CH3:17][C:18]([O:21][C:22](O[C:22]([O:21][C:18]([CH3:20])([CH3:19])[CH3:17])=[O:23])=[O:23])([CH3:20])[CH3:19]. (5) The reactants are: [Cl:1][C:2]1[CH:10]=[C:9]([O:11][C:12]2[C:17]([C:18]([N:20]3[C:29]4[C:24](=[CH:25][CH:26]=[CH:27][CH:28]=4)[N:23]([CH:30]4[CH2:32][CH2:31]4)[CH2:22][CH2:21]3)=[O:19])=[CH:16][CH:15]=[CH:14][N:13]=2)[C:8]([Cl:33])=[CH:7][C:3]=1[C:4]([OH:6])=O.CN(C(ON1N=NC2C=CC=NC1=2)=[N+](C)C)C.F[P-](F)(F)(F)(F)F.C(N(CC)CC)C.Cl.[CH3:66][O:67][C:68](=[O:71])[CH2:69][NH2:70].C([O-])(O)=O.[Na+]. Given the product [CH3:66][O:67][C:68](=[O:71])[CH2:69][NH:70][C:4](=[O:6])[C:3]1[CH:7]=[C:8]([Cl:33])[C:9]([O:11][C:12]2[C:17]([C:18]([N:20]3[C:29]4[C:24](=[CH:25][CH:26]=[CH:27][CH:28]=4)[N:23]([CH:30]4[CH2:31][CH2:32]4)[CH2:22][CH2:21]3)=[O:19])=[CH:16][CH:15]=[CH:14][N:13]=2)=[CH:10][C:2]=1[Cl:1], predict the reactants needed to synthesize it. (6) Given the product [CH3:7][N:5]1[N:4]=[N:3][C:2]([N:1]=[CH:13][C:12]2[CH:15]=[C:16]([C:18]([F:20])([F:21])[F:19])[CH:17]=[C:10]([C:9]([F:8])([F:22])[F:23])[CH:11]=2)=[N:6]1, predict the reactants needed to synthesize it. The reactants are: [NH2:1][C:2]1[N:3]=[N:4][N:5]([CH3:7])[N:6]=1.[F:8][C:9]([F:23])([F:22])[C:10]1[CH:11]=[C:12]([CH:15]=[C:16]([C:18]([F:21])([F:20])[F:19])[CH:17]=1)[CH:13]=O. (7) Given the product [CH2:20]([N:14]1[CH2:13][C:12]2([CH2:15][CH2:16][CH2:17][CH2:18]2)[S:11][C:10]1=[N:9][C:6]1[CH:7]=[CH:8][C:3]([C:1]#[N:2])=[CH:4][C:5]=1[CH3:19])[CH:21]([CH3:23])[CH3:22], predict the reactants needed to synthesize it. The reactants are: [C:1]([C:3]1[CH:8]=[CH:7][C:6]([N:9]=[C:10]2[NH:14][CH2:13][C:12]3([CH2:18][CH2:17][CH2:16][CH2:15]3)[S:11]2)=[C:5]([CH3:19])[CH:4]=1)#[N:2].[CH2:20](Br)[CH:21]([CH3:23])[CH3:22]. (8) Given the product [CH2:14]([O:16][C:17](=[O:21])[C:18](=[O:19])[C:7]1[C:8]2[C:13](=[N:12][CH:11]=[CH:10][CH:9]=2)[NH:5][CH:6]=1)[CH3:15], predict the reactants needed to synthesize it. The reactants are: [Cl-].[Al+3].[Cl-].[Cl-].[NH:5]1[C:13]2[C:8](=[CH:9][CH:10]=[CH:11][N:12]=2)[CH:7]=[CH:6]1.[CH2:14]([O:16][C:17](=[O:21])[C:18](Cl)=[O:19])[CH3:15].C(O)C. (9) Given the product [NH2:12][C:9]1[CH:10]=[CH:11][C:6]([N:2]([CH3:1])[C:3](=[O:5])[CH3:4])=[CH:7][C:8]=1[N:15]1[CH2:20][CH2:19][CH2:18][CH2:17][CH2:16]1, predict the reactants needed to synthesize it. The reactants are: [CH3:1][N:2]([C:6]1[CH:11]=[CH:10][C:9]([N+:12]([O-])=O)=[C:8]([N:15]2[CH2:20][CH2:19][CH2:18][CH2:17][CH2:16]2)[CH:7]=1)[C:3](=[O:5])[CH3:4].